Predict the reactants needed to synthesize the given product. From a dataset of Full USPTO retrosynthesis dataset with 1.9M reactions from patents (1976-2016). The reactants are: [Br-].C1([P+](C2C=CC=CC=2)(C2C=CC=CC=2)C2C=CC=CC=2)CCCCC1.C([Li])CCC.[CH3:32][CH2:33][CH2:34][CH2:35][CH2:36][CH3:37].[CH3:38][O:39][C:40]1[C:48]2[O:47][C:46]([CH3:50])([CH3:49])[CH2:45][C:44]=2[CH:43]=[C:42]([CH:51]=O)[CH:41]=1. Given the product [C:34]1(=[CH:51][C:42]2[CH:41]=[C:40]([O:39][CH3:38])[C:48]3[O:47][C:46]([CH3:50])([CH3:49])[CH2:45][C:44]=3[CH:43]=2)[CH2:33][CH2:32][CH2:37][CH2:36][CH2:35]1, predict the reactants needed to synthesize it.